Dataset: Forward reaction prediction with 1.9M reactions from USPTO patents (1976-2016). Task: Predict the product of the given reaction. Given the reactants F[C:2]1[C:7]([N+:8]([O-:10])=[O:9])=[CH:6][C:5]([NH:11][S:12]([C:15]2[CH:20]=[CH:19][C:18]([CH3:21])=[CH:17][CH:16]=2)(=[O:14])=[O:13])=[C:4]([NH:22][S:23]([C:26]2[CH:31]=[CH:30][C:29]([CH3:32])=[CH:28][CH:27]=2)(=[O:25])=[O:24])[CH:3]=1.[Cl:33][C:34]1[CH:39]=[CH:38][CH:37]=[CH:36][C:35]=1[CH2:40][SH:41].C([O-])([O-])=O.[K+].[K+], predict the reaction product. The product is: [Cl:33][C:34]1[CH:39]=[CH:38][CH:37]=[CH:36][C:35]=1[CH2:40][S:41][C:2]1[C:7]([N+:8]([O-:10])=[O:9])=[CH:6][C:5]([NH:11][S:12]([C:15]2[CH:20]=[CH:19][C:18]([CH3:21])=[CH:17][CH:16]=2)(=[O:14])=[O:13])=[C:4]([NH:22][S:23]([C:26]2[CH:31]=[CH:30][C:29]([CH3:32])=[CH:28][CH:27]=2)(=[O:25])=[O:24])[CH:3]=1.